This data is from Forward reaction prediction with 1.9M reactions from USPTO patents (1976-2016). The task is: Predict the product of the given reaction. (1) Given the reactants CS(C)=O.C(Cl)(=O)C(Cl)=O.[N+:11]([C:14]1[C:15]([NH:33][CH2:34][C@H:35]2[CH2:40][CH2:39][C@H:38]([N:41]3[CH2:44][CH:43]([OH:45])[CH2:42]3)[CH2:37][CH2:36]2)=[N:16][C:17]([NH:20][CH2:21][C:22]2[CH:27]=[CH:26][CH:25]=[CH:24][C:23]=2[O:28][C:29]([F:32])([F:31])[F:30])=[N:18][CH:19]=1)([O-:13])=[O:12].CCN(CC)CC.[O-]S([O-])(=O)=O.[Na+].[Na+], predict the reaction product. The product is: [N+:11]([C:14]1[C:15]([NH:33][CH2:34][C@H:35]2[CH2:36][CH2:37][C@H:38]([N:41]3[CH2:42][C:43](=[O:45])[CH2:44]3)[CH2:39][CH2:40]2)=[N:16][C:17]([NH:20][CH2:21][C:22]2[CH:27]=[CH:26][CH:25]=[CH:24][C:23]=2[O:28][C:29]([F:31])([F:32])[F:30])=[N:18][CH:19]=1)([O-:13])=[O:12]. (2) The product is: [CH3:1][C:2]1[CH:7]=[C:6]([O:8][CH2:9][CH2:10][CH:11]([C:16]2[O:17][C:18]3[CH:25]=[C:24]([C:26]([F:29])([F:27])[F:28])[CH:23]=[CH:22][C:19]=3[C:20]=2[CH3:21])[CH2:12][CH2:13][CH2:14][CH3:15])[CH:5]=[CH:4][C:3]=1[O:30][CH2:31][C:32]([OH:34])=[O:33]. Given the reactants [CH3:1][C:2]1[CH:7]=[C:6]([O:8][CH2:9][CH2:10][CH:11]([C:16]2[O:17][C:18]3[CH:25]=[C:24]([C:26]([F:29])([F:28])[F:27])[CH:23]=[CH:22][C:19]=3[C:20]=2[CH3:21])[CH2:12][CH2:13][CH2:14][CH3:15])[CH:5]=[CH:4][C:3]=1[O:30][CH2:31][C:32]([O:34]CC)=[O:33].[OH-].[Na+], predict the reaction product. (3) Given the reactants [C:1]([C:4]1[CH:5]=[CH:6][C:7]([NH:11][C:12]([CH:14]2[CH2:19][CH2:18][N:17]([C:20]([O:22][C:23]([CH3:26])([CH3:25])[CH3:24])=[O:21])[CH2:16][CH2:15]2)=[O:13])=[C:8](I)[CH:9]=1)(=[O:3])[CH3:2].[C:27](=O)([O-:29])[O-:28].[K+].[K+].[OH-].[Na+], predict the reaction product. The product is: [C:1]([C:4]1[CH:5]=[CH:6][C:7]([NH:11][C:12]([CH:14]2[CH2:19][CH2:18][N:17]([C:20]([O:22][C:23]([CH3:26])([CH3:25])[CH3:24])=[O:21])[CH2:16][CH2:15]2)=[O:13])=[C:8]([CH:9]=1)[C:27]([OH:29])=[O:28])(=[O:3])[CH3:2]. (4) Given the reactants [CH3:1][O:2][C:3]1[CH:4]=[C:5]2[C:9](=[CH:10][CH:11]=1)[CH2:8][C:7]([C:12]1[CH:13]=[C:14]([CH:19]=[CH:20][CH:21]=1)[C:15]([O:17][CH3:18])=[O:16])=[CH:6]2.COC1C=C2C(C=C(C3C=C(C=CC=3)C(OC)=O)C2)=CC=1, predict the reaction product. The product is: [CH3:1][O:2][C:3]1[CH:4]=[C:5]2[C:9](=[CH:10][CH:11]=1)[CH2:8][CH:7]([C:12]1[CH:13]=[C:14]([CH:19]=[CH:20][CH:21]=1)[C:15]([O:17][CH3:18])=[O:16])[CH2:6]2.